From a dataset of Reaction yield outcomes from USPTO patents with 853,638 reactions. Predict the reaction yield, written as a fraction of the theoretical maximum amount of product (1.0 means a 100% yield; for example, 0.34 means a 34% yield). (1) The reactants are [F:1][C:2]1[C:3]([F:27])=[C:4]2[O:9][CH2:8][C:7]3([CH2:12][CH2:11][CH2:10]3)[N:6]3[CH:13]=[C:14]([C:22]([O:24][CH2:25][CH3:26])=[O:23])[C:15](=[O:21])[C:16]([C:17]=1[N+:18]([O-])=O)=[C:5]23.[H][H]. The catalyst is CN(C=O)C.[Pd]. The product is [NH2:18][C:17]1[C:16]2[C:15](=[O:21])[C:14]([C:22]([O:24][CH2:25][CH3:26])=[O:23])=[CH:13][N:6]3[C:7]4([CH2:12][CH2:11][CH2:10]4)[CH2:8][O:9][C:4]([C:5]=23)=[C:3]([F:27])[C:2]=1[F:1]. The yield is 0.880. (2) The reactants are [OH:1][C:2]1[CH:7]=[CH:6][C:5]([C:8]2[C:12](=[O:13])[C:11]([CH3:15])([CH3:14])[O:10][C:9]=2[C:16]2[CH:23]=[CH:22][C:19]([C:20]#[N:21])=[CH:18][CH:17]=2)=[CH:4][CH:3]=1.C(=O)([O-])[O-].[Cs+].[Cs+].CN(C=O)C.Cl[CH2:36][C:37]1[N:38]=[C:39]2[CH:44]=[CH:43][CH:42]=[CH:41][N:40]2[CH:45]=1. The catalyst is O. The product is [N:38]1[C:37]([CH2:36][O:1][C:2]2[CH:3]=[CH:4][C:5]([C:8]3[C:12](=[O:13])[C:11]([CH3:14])([CH3:15])[O:10][C:9]=3[C:16]3[CH:17]=[CH:18][C:19]([C:20]#[N:21])=[CH:22][CH:23]=3)=[CH:6][CH:7]=2)=[CH:45][N:40]2[CH:41]=[CH:42][CH:43]=[CH:44][C:39]=12. The yield is 0.600.